This data is from Reaction yield outcomes from USPTO patents with 853,638 reactions. The task is: Predict the reaction yield, written as a fraction of the theoretical maximum amount of product (1.0 means a 100% yield; for example, 0.34 means a 34% yield). (1) The reactants are [CH:1]1([CH2:4][N:5]2[CH:9]=[CH:8][C:7]([CH2:10][N:11]3C(=O)C4C(=CC=CC=4)C3=O)=[N:6]2)[CH2:3][CH2:2]1.O.NN. The catalyst is C1COCC1.C(O)C.C(OC)(C)(C)C. The product is [CH:1]1([CH2:4][N:5]2[CH:9]=[CH:8][C:7]([CH2:10][NH2:11])=[N:6]2)[CH2:2][CH2:3]1. The yield is 0.920. (2) The reactants are C([O:5][C:6]([N:8]1[CH2:12][CH2:11][CH2:10][CH:9]1[C:13]1[NH:14][C:15]([C:18]2[CH:27]=[CH:26][C:25]3[C:20](=[CH:21][CH:22]=[C:23]([C:28]4[CH:33]=[CH:32][C:31]([C:34]5[NH:35][C:36]([CH:39]6[CH2:43][CH2:42][CH2:41][N:40]6C(OC(C)(C)C)=O)=[N:37][CH:38]=5)=[CH:30][CH:29]=4)[CH:24]=3)[CH:19]=2)=[CH:16][N:17]=1)=O)(C)(C)C.Cl.[OH-].[Na+].[CH3:54][O:55][C:56]([NH:58][C@H:59]([C:63]1[CH:68]=[CH:67][CH:66]=[CH:65][CH:64]=1)[C:60]([OH:62])=O)=[O:57].CCOP(O[N:78]1N=N[C:82]2[CH:83]=[CH:84][CH:85]=[CH:86][C:81]=2[C:79]1=O)(OCC)=O.[C:89]([O-:92])(O)=[O:90].[Na+].[CH3:94]O. The catalyst is CN(C=O)C. The product is [CH3:54][O:55][C:56](=[O:57])[NH:58][CH:59]([C:63]1[CH:68]=[CH:67][CH:66]=[CH:65][CH:64]=1)[C:60]([N:40]1[CH2:41][CH2:42][CH2:43][CH:39]1[C:36]1[NH:35][C:34]([C:31]2[CH:32]=[CH:33][C:28]([C:23]3[CH:22]=[CH:21][C:20]4[C:25](=[CH:26][CH:27]=[C:18]([C:15]5[NH:14][C:13]([CH:9]6[CH2:10][CH2:11][CH2:12][N:8]6[C:6](=[O:5])[CH:79]([NH:78][C:89]([O:92][CH3:94])=[O:90])[C:81]6[CH:82]=[CH:83][CH:84]=[CH:85][CH:86]=6)=[N:17][CH:16]=5)[CH:19]=4)[CH:24]=3)=[CH:29][CH:30]=2)=[CH:38][N:37]=1)=[O:62]. The yield is 0.490.